From a dataset of Full USPTO retrosynthesis dataset with 1.9M reactions from patents (1976-2016). Predict the reactants needed to synthesize the given product. (1) Given the product [NH2:1][C:4]1[CH:5]=[C:6]([CH:26]=[CH:27][CH:28]=1)[CH2:7][S:8]([NH:11][C:12]1[CH:13]=[C:14]([NH:18][C:19](=[O:25])[O:20][C:21]([CH3:24])([CH3:23])[CH3:22])[CH:15]=[CH:16][CH:17]=1)(=[O:10])=[O:9], predict the reactants needed to synthesize it. The reactants are: [N+:1]([C:4]1[CH:5]=[C:6]([CH:26]=[CH:27][CH:28]=1)[CH2:7][S:8]([NH:11][C:12]1[CH:13]=[C:14]([NH:18][C:19](=[O:25])[O:20][C:21]([CH3:24])([CH3:23])[CH3:22])[CH:15]=[CH:16][CH:17]=1)(=[O:10])=[O:9])([O-])=O. (2) Given the product [OH:17][CH2:16][CH2:15][C@H:14]([N:11]1[CH2:12][CH2:13][C@H:9]([NH:8][C:6](=[O:7])[O:5][C:2]([CH3:1])([CH3:4])[CH3:3])[C:10]1=[O:27])[C:19]([N:21]1[CH2:22][CH2:23][O:24][CH2:25][CH2:26]1)=[O:20], predict the reactants needed to synthesize it. The reactants are: [CH3:1][C:2]([O:5][C:6]([NH:8][C@H:9]1[CH2:13][CH2:12][N:11]([C@H:14]([C:19]([N:21]2[CH2:26][CH2:25][O:24][CH2:23][CH2:22]2)=[O:20])[CH2:15][C:16](O)=[O:17])[C:10]1=[O:27])=[O:7])([CH3:4])[CH3:3].CN1CCOCC1.ClC(OCC(C)C)=O.[BH4-].[Na+]. (3) Given the product [C:26]([NH:29][C:52]([C:51]1[C:45]2[C:46](=[N:47][CH:48]=[C:43]([C:36]3[C:35]4[C:39](=[CH:40][CH:41]=[C:33]([O:32][CH:31]([F:30])[F:63])[CH:34]=4)[N:38]([CH3:42])[N:37]=3)[N:44]=2)[N:49]([CH2:55][O:56][CH2:57][CH2:58][Si:59]([CH3:62])([CH3:61])[CH3:60])[CH:50]=1)=[O:53])([CH3:28])([CH3:27])[CH3:25], predict the reactants needed to synthesize it. The reactants are: CN(C(ON1N=NC2C=CC=NC1=2)=[N+](C)C)C.F[P-](F)(F)(F)(F)F.[CH3:25][C:26]([NH2:29])([CH3:28])[CH3:27].[F:30][CH:31]([F:63])[O:32][C:33]1[CH:34]=[C:35]2[C:39](=[CH:40][CH:41]=1)[N:38]([CH3:42])[N:37]=[C:36]2[C:43]1[N:44]=[C:45]2[C:51]([C:52](O)=[O:53])=[CH:50][N:49]([CH2:55][O:56][CH2:57][CH2:58][Si:59]([CH3:62])([CH3:61])[CH3:60])[C:46]2=[N:47][CH:48]=1. (4) Given the product [CH3:37][O:36][C:30]1[CH:29]=[C:28]([NH:27][CH:20]([C:21]2[CH:26]=[CH:25][CH:24]=[CH:23][CH:22]=2)[C:18]([C:11]2[C:12]3[C:17](=[CH:16][CH:15]=[CH:14][CH:13]=3)[N:9]([CH3:8])[N:10]=2)=[O:19])[CH:33]=[C:32]([O:34][CH3:35])[CH:31]=1, predict the reactants needed to synthesize it. The reactants are: C(N(CC)CC)C.[CH3:8][N:9]1[C:17]2[C:12](=[CH:13][CH:14]=[CH:15][CH:16]=2)[C:11]([CH:18]=[O:19])=[N:10]1.[CH:20](=[N:27][C:28]1[CH:33]=[C:32]([O:34][CH3:35])[CH:31]=[C:30]([O:36][CH3:37])[CH:29]=1)[C:21]1[CH:26]=[CH:25][CH:24]=[CH:23][CH:22]=1.